From a dataset of Peptide-MHC class I binding affinity with 185,985 pairs from IEDB/IMGT. Regression. Given a peptide amino acid sequence and an MHC pseudo amino acid sequence, predict their binding affinity value. This is MHC class I binding data. (1) The peptide sequence is NLLDRLLLI. The MHC is HLA-A02:01 with pseudo-sequence HLA-A02:01. The binding affinity (normalized) is 0.524. (2) The peptide sequence is INHKFCNL. The MHC is H-2-Kb with pseudo-sequence H-2-Kb. The binding affinity (normalized) is 0.805. (3) The peptide sequence is APAKKAAPA. The MHC is HLA-B15:17 with pseudo-sequence HLA-B15:17. The binding affinity (normalized) is 0.0847. (4) The MHC is HLA-A02:03 with pseudo-sequence HLA-A02:03. The peptide sequence is DYNFVKQLF. The binding affinity (normalized) is 0.168. (5) The peptide sequence is LLKILDNLR. The MHC is HLA-A68:01 with pseudo-sequence HLA-A68:01. The binding affinity (normalized) is 0.394. (6) The peptide sequence is SVITQACPK. The MHC is HLA-A02:06 with pseudo-sequence HLA-A02:06. The binding affinity (normalized) is 0.163. (7) The peptide sequence is RVYAHVRSV. The MHC is BoLA-T2b with pseudo-sequence BoLA-T2b. The binding affinity (normalized) is 0.0641. (8) The peptide sequence is QRKRRWRRRW. The MHC is Mamu-B03 with pseudo-sequence Mamu-B03. The binding affinity (normalized) is 0.285.